From a dataset of Forward reaction prediction with 1.9M reactions from USPTO patents (1976-2016). Predict the product of the given reaction. (1) Given the reactants C[O:2][CH2:3][C@@H:4]([O:6][C:7]1[CH:8]=[C:9]([CH:26]=[C:27]([C:29](=[O:37])[NH:30][C:31]2[CH:35]=[CH:34][N:33]([CH3:36])[N:32]=2)[CH:28]=1)[O:10][C:11]1[CH:12]=[CH:13][C:14]([C:17]2[N:21]=[C:20]([C:22]([NH:24][CH3:25])=[O:23])[O:19][N:18]=2)=[N:15][CH:16]=1)[CH3:5].I[Si](C)(C)C.C(=O)([O-])O.[Na+], predict the reaction product. The product is: [OH:2][CH2:3][C@@H:4]([O:6][C:7]1[CH:8]=[C:9]([CH:26]=[C:27]([C:29](=[O:37])[NH:30][C:31]2[CH:35]=[CH:34][N:33]([CH3:36])[N:32]=2)[CH:28]=1)[O:10][C:11]1[CH:12]=[CH:13][C:14]([C:17]2[N:21]=[C:20]([C:22]([NH:24][CH3:25])=[O:23])[O:19][N:18]=2)=[N:15][CH:16]=1)[CH3:5]. (2) The product is: [CH3:1][C:2]1([CH3:18])[CH2:16][C:6]2[N:7]=[C:8]([N:10]3[CH2:11][CH2:12][O:13][CH2:14][CH2:15]3)[S:9][C:5]=2[CH:4]([OH:17])[CH2:3]1. Given the reactants [CH3:1][C:2]1([CH3:18])[CH2:16][C:6]2[N:7]=[C:8]([N:10]3[CH2:15][CH2:14][O:13][CH2:12][CH2:11]3)[S:9][C:5]=2[C:4](=[O:17])[CH2:3]1.[H-].[H-].[H-].[H-].[Li+].[Al+3].[OH-].[Na+], predict the reaction product. (3) Given the reactants [NH4+].[Cl-].[CH3:3][O:4][C:5](=[O:37])[C:6]1[CH:11]=[C:10]([Cl:12])[C:9]([N+:13]([O-])=O)=[CH:8][C:7]=1[O:16][CH2:17][CH2:18][CH2:19][N:20]1[CH2:25][CH2:24][C:23]([CH2:27][C:28]2[CH:33]=[CH:32][C:31]([F:34])=[CH:30][CH:29]=2)([OH:26])[C:22]([CH3:36])([CH3:35])[CH2:21]1, predict the reaction product. The product is: [CH3:3][O:4][C:5](=[O:37])[C:6]1[CH:11]=[C:10]([Cl:12])[C:9]([NH2:13])=[CH:8][C:7]=1[O:16][CH2:17][CH2:18][CH2:19][N:20]1[CH2:25][CH2:24][C:23]([CH2:27][C:28]2[CH:33]=[CH:32][C:31]([F:34])=[CH:30][CH:29]=2)([OH:26])[C:22]([CH3:35])([CH3:36])[CH2:21]1. (4) Given the reactants [Cl:1][C:2]1[N:3]=[N:4][C:5]([N:10]2[CH2:15][CH2:14][NH:13][CH2:12][CH2:11]2)=[C:6]([CH3:9])[C:7]=1[CH3:8].[CH3:16][O:17][C:18]([C:20]1[C:21]([C:27]([F:30])([F:29])[F:28])=[N:22][C:23](Cl)=[N:24][CH:25]=1)=[O:19].C(N(C(C)C)CC)(C)C, predict the reaction product. The product is: [CH3:16][O:17][C:18]([C:20]1[C:21]([C:27]([F:30])([F:28])[F:29])=[N:22][C:23]([N:13]2[CH2:14][CH2:15][N:10]([C:5]3[N:4]=[N:3][C:2]([Cl:1])=[C:7]([CH3:8])[C:6]=3[CH3:9])[CH2:11][CH2:12]2)=[N:24][CH:25]=1)=[O:19].